Dataset: Catalyst prediction with 721,799 reactions and 888 catalyst types from USPTO. Task: Predict which catalyst facilitates the given reaction. Reactant: [C:1]1([C:10]2[CH:15]=[CH:14][CH:13]=[CH:12][CH:11]=2)[C:2]([C:7](O)=[O:8])=[CH:3][CH:4]=[CH:5][CH:6]=1.F[P-](F)(F)(F)(F)F.[N:23]1([O:32][P+](N(C)C)(N(C)C)N(C)C)C2C=CC=CC=2N=N1.Cl.NO.C(N(CC)CC)C. Product: [OH:32][NH:23][C:7]([C:2]1[C:1]([C:10]2[CH:15]=[CH:14][CH:13]=[CH:12][CH:11]=2)=[CH:6][CH:5]=[CH:4][CH:3]=1)=[O:8]. The catalyst class is: 298.